Dataset: NCI-60 drug combinations with 297,098 pairs across 59 cell lines. Task: Regression. Given two drug SMILES strings and cell line genomic features, predict the synergy score measuring deviation from expected non-interaction effect. Drug 1: CC1CCC2CC(C(=CC=CC=CC(CC(C(=O)C(C(C(=CC(C(=O)CC(OC(=O)C3CCCCN3C(=O)C(=O)C1(O2)O)C(C)CC4CCC(C(C4)OC)OCCO)C)C)O)OC)C)C)C)OC. Drug 2: CC12CCC3C(C1CCC2O)C(CC4=C3C=CC(=C4)O)CCCCCCCCCS(=O)CCCC(C(F)(F)F)(F)F. Cell line: MOLT-4. Synergy scores: CSS=23.7, Synergy_ZIP=13.6, Synergy_Bliss=25.1, Synergy_Loewe=-10.6, Synergy_HSA=7.51.